This data is from Reaction yield outcomes from USPTO patents with 853,638 reactions. The task is: Predict the reaction yield, written as a fraction of the theoretical maximum amount of product (1.0 means a 100% yield; for example, 0.34 means a 34% yield). (1) The reactants are [CH2:1]([O:3][C:4]1[CH:5]=[C:6]([C:13]2[O:17][N:16]=[C:15]([C:18]3[CH:19]=[CH:20][C:21]4[O:25][C:24]([CH2:26][N:27]5[CH2:30][CH:29]([C:31]([O:33]C)=[O:32])[CH2:28]5)=[CH:23][C:22]=4[CH:35]=3)[N:14]=2)[CH:7]=[CH:8][C:9]=1[O:10][CH2:11][CH3:12])[CH3:2].[OH-].[K+]. The catalyst is O1CCOCC1. The product is [CH2:1]([O:3][C:4]1[CH:5]=[C:6]([C:13]2[O:17][N:16]=[C:15]([C:18]3[CH:19]=[CH:20][C:21]4[O:25][C:24]([CH2:26][N:27]5[CH2:28][CH:29]([C:31]([OH:33])=[O:32])[CH2:30]5)=[CH:23][C:22]=4[CH:35]=3)[N:14]=2)[CH:7]=[CH:8][C:9]=1[O:10][CH2:11][CH3:12])[CH3:2]. The yield is 0.550. (2) The reactants are [C:1]([OH:4])(=O)[CH3:2].[Cl:5][C:6]1[CH:12]=[CH:11][C:9]([OH:10])=[CH:8][C:7]=1[OH:13].C([O-])(=O)C.[Na+]. The catalyst is B(F)(F)F.CCOCC. The product is [Cl:5][C:6]1[C:7]([OH:13])=[CH:8][C:9]([OH:10])=[C:11]([C:1](=[O:4])[CH3:2])[CH:12]=1. The yield is 0.580. (3) The reactants are [Cl:1][C:2]1[C:11]2[C:6](=[CH:7][C:8]([O:14][CH2:15][CH2:16][Cl:17])=[C:9]([O:12][CH3:13])[CH:10]=2)[N:5]=[CH:4][N:3]=1.[Cl:1][C:2]1[C:11]2[C:6](=[CH:7][C:8]([O:14][CH2:15][CH2:16][Cl:17])=[C:9]([O:12][CH3:13])[CH:10]=2)[N:5]=[CH:4][N:3]=1.P(Cl)(Cl)(Cl)=O. The catalyst is C1(C)C=CC=CC=1. The product is [Cl:1][C:2]1[C:11]2[C:6](=[CH:7][C:8]([O:14][CH2:15][CH2:16][Cl:17])=[C:9]([O:12][CH3:13])[CH:10]=2)[N:5]=[CH:4][N:3]=1. The yield is 0.780. (4) The reactants are [Cl:1][C:2]1[CH:3]=[C:4]2[C:8](=[CH:9][CH:10]=1)[NH:7][C:6]([S:11][CH2:12][CH2:13][C:14]([O:16][C:17]([CH3:20])([CH3:19])[CH3:18])=[O:15])=[CH:5]2.[CH3:21]I.[H-].[Na+]. The catalyst is CN(C=O)C. The product is [Cl:1][C:2]1[CH:3]=[C:4]2[C:8](=[CH:9][CH:10]=1)[N:7]([CH3:21])[C:6]([S:11][CH2:12][CH2:13][C:14]([O:16][C:17]([CH3:20])([CH3:19])[CH3:18])=[O:15])=[CH:5]2. The yield is 0.820. (5) The reactants are O(Cl)[Cl:2].[CH3:4][O:5][C:6](=[O:16])/[C:7](/C#N)=[CH:8]/[CH2:9][CH2:10][CH2:11][CH2:12][CH3:13].C[N:18]([CH:20]=O)[CH3:19]. No catalyst specified. The product is [CH3:4][O:5][C:6](=[O:16])[C:7]1[CH:8]=[C:9]([CH2:10][CH2:11][CH2:12][CH3:13])[CH:20]=[N:18][C:19]=1[Cl:2]. The yield is 0.170. (6) The reactants are [CH:1]([C:3]1[CH:26]=[CH:25][C:6]([O:7][CH2:8][C:9]2[N:10]=[C:11]([C:15]3[CH:16]=[C:17]([CH:22]=[CH:23][CH:24]=3)[C:18]([O:20][CH3:21])=[O:19])[O:12][C:13]=2[CH3:14])=[CH:5][CH:4]=1)=[O:2].C(O)C.[BH4-].[Na+].O. The catalyst is O1CCCC1. The product is [OH:2][CH2:1][C:3]1[CH:4]=[CH:5][C:6]([O:7][CH2:8][C:9]2[N:10]=[C:11]([C:15]3[CH:16]=[C:17]([CH:22]=[CH:23][CH:24]=3)[C:18]([O:20][CH3:21])=[O:19])[O:12][C:13]=2[CH3:14])=[CH:25][CH:26]=1. The yield is 0.910. (7) The reactants are C([O:5][C:6]([CH:8]1[CH:12]([C:13]2[CH:18]=[CH:17][CH:16]=[C:15]([Cl:19])[C:14]=2[F:20])[C:11]([C:23]2[CH:28]=[CH:27][C:26]([Cl:29])=[CH:25][CH:24]=2)([C:21]#[N:22])[CH:10]([CH2:30][CH:31]2[CH2:36][CH2:35][CH2:34][CH2:33][CH2:32]2)[NH:9]1)=[O:7])(C)(C)C.[F:37][C:38]([F:43])([F:42])[C:39]([OH:41])=[O:40]. The catalyst is ClCCl. The product is [F:37][C:38]([F:43])([F:42])[C:39]([OH:41])=[O:40].[Cl:19][C:15]1[C:14]([F:20])=[C:13]([CH:12]2[C:11]([C:23]3[CH:28]=[CH:27][C:26]([Cl:29])=[CH:25][CH:24]=3)([C:21]#[N:22])[CH:10]([CH2:30][CH:31]3[CH2:36][CH2:35][CH2:34][CH2:33][CH2:32]3)[NH:9][CH:8]2[C:6]([OH:7])=[O:5])[CH:18]=[CH:17][CH:16]=1. The yield is 1.00. (8) The reactants are [CH2:1]([C:3]1[CH:8]=[CH:7][C:6]([C:9]2[C:13]3[C:14]([CH3:21])=[C:15]([NH2:20])[C:16]([CH3:19])=[C:17]([CH3:18])[C:12]=3[O:11][CH:10]=2)=[CH:5][CH:4]=1)[CH3:2]. The catalyst is CCCCCC. The product is [CH2:1]([C:3]1[CH:8]=[CH:7][C:6]([CH:9]2[C:13]3[C:14]([CH3:21])=[C:15]([NH2:20])[C:16]([CH3:19])=[C:17]([CH3:18])[C:12]=3[O:11][CH2:10]2)=[CH:5][CH:4]=1)[CH3:2]. The yield is 0.800.